The task is: Predict the product of the given reaction.. This data is from Forward reaction prediction with 1.9M reactions from USPTO patents (1976-2016). Given the reactants Br[CH2:2][CH:3]1[O:8][C:7]2[CH:9]=[C:10]([S:13]([CH3:16])(=[O:15])=[O:14])[CH:11]=[CH:12][C:6]=2[CH2:5][O:4]1.[CH3:17][NH2:18], predict the reaction product. The product is: [CH3:17][NH:18][CH2:2][CH:3]1[O:8][C:7]2[CH:9]=[C:10]([S:13]([CH3:16])(=[O:15])=[O:14])[CH:11]=[CH:12][C:6]=2[CH2:5][O:4]1.